Binary Classification. Given a drug SMILES string, predict its activity (active/inactive) in a high-throughput screening assay against a specified biological target. From a dataset of HIV replication inhibition screening data with 41,000+ compounds from the AIDS Antiviral Screen. (1) The drug is O=c1[nH]c(=O)n(COCc2ccccc2)cc1Nc1ccc(Br)cc1. The result is 0 (inactive). (2) The molecule is CC(C(=O)NCNC(=O)c1ccccc1)C(=O)Nc1ccccc1. The result is 0 (inactive). (3) The molecule is CCCCCCCCCCCCCCCC(O)S(=O)(=O)O. The result is 0 (inactive). (4) The molecule is O=c1oc2cc(O)ccc2c(O)c1C(c1ccc(C(c2c(O)c3ccc(O)cc3oc2=O)c2c(O)c3ccc(O)cc3oc2=O)cc1)c1c(O)c2ccc(O)cc2oc1=O. The result is 0 (inactive).